This data is from Reaction yield outcomes from USPTO patents with 853,638 reactions. The task is: Predict the reaction yield, written as a fraction of the theoretical maximum amount of product (1.0 means a 100% yield; for example, 0.34 means a 34% yield). (1) The catalyst is C(O)C.O.O1CCCC1.[Fe]. The yield is 0.569. The reactants are [CH3:1][O:2][C:3]1[CH:4]=[C:5]2[C:10](=[CH:11][C:12]=1[O:13][CH3:14])[N:9]=[CH:8][CH:7]=[C:6]2[O:15][C:16]1[CH:21]=[CH:20][C:19]([NH:22][CH2:23][C:24]2[CH:29]=[CH:28][CH:27]=[CH:26][C:25]=2[N+:30]([O-])=O)=[CH:18][CH:17]=1.[Cl-].[NH4+]. The product is [CH3:1][O:2][C:3]1[CH:4]=[C:5]2[C:10](=[CH:11][C:12]=1[O:13][CH3:14])[N:9]=[CH:8][CH:7]=[C:6]2[O:15][C:16]1[CH:17]=[CH:18][C:19]([NH:22][CH2:23][C:24]2[CH:29]=[CH:28][CH:27]=[CH:26][C:25]=2[NH2:30])=[CH:20][CH:21]=1. (2) The product is [Cl:1][CH2:2][CH2:3][CH2:4][CH2:5][O:6][C:7]1[CH:12]=[C:11]2[C:10]([C:18]([NH:19][C:27]3[CH:31]=[C:30]([CH2:32][C:33]([OH:35])=[O:34])[NH:29][N:28]=3)=[N:15][CH:14]=[N:13]2)=[CH:9][C:8]=1[O:20][CH3:21]. The reactants are [Cl:1][CH2:2][CH2:3][CH2:4][CH2:5][O:6][C:7]1[C:8]([O:20][CH3:21])=[CH:9][C:10]([C:18]#[N:19])=[C:11]([N:13]=[CH:14][N:15](C)C)[CH:12]=1.C(O)(=O)C.N[C:27]1[CH:31]=[C:30]([CH2:32][C:33]([OH:35])=[O:34])[NH:29][N:28]=1. The catalyst is C(O)C. The yield is 0.740. (3) The reactants are [CH2:1]([N:7]([CH3:27])[C:8]([CH:10]1[CH2:14][CH:13]([OH:15])[CH2:12][CH:11]1[C:16]([NH:18][C:19]1([C:24]([OH:26])=[O:25])[CH2:21][CH:20]1[CH:22]=[CH2:23])=[O:17])=[O:9])[CH2:2][CH2:3][CH2:4][CH:5]=[CH2:6].[H-].[Na+].Cl[C:31]1[C:40]2[C:35](=[CH:36][C:37](OC)=[CH:38][CH:39]=2)[N:34]=[C:33]([C:43]2[S:44][CH:45]=[C:46]([CH:48]([CH3:50])[CH3:49])[N:47]=2)[N:32]=1.Cl. The catalyst is C1COCC1.CCOC(C)=O. The product is [CH2:1]([N:7]([CH3:27])[C:8]([CH:10]1[CH2:14][CH:13]([O:15][C:31]2[C:40]3[C:35](=[CH:36][CH:37]=[CH:38][CH:39]=3)[N:34]=[C:33]([C:43]3[S:44][CH:45]=[C:46]([CH:48]([CH3:50])[CH3:49])[N:47]=3)[N:32]=2)[CH2:12][CH:11]1[C:16]([NH:18][C:19]1([C:24]([OH:26])=[O:25])[CH2:21][CH:20]1[CH:22]=[CH2:23])=[O:17])=[O:9])[CH2:2][CH2:3][CH2:4][CH:5]=[CH2:6]. The yield is 0.780. (4) The reactants are [Cl:1][C:2]1[C:11]2[C:6](=[CH:7][C:8]([O:14][CH2:15][C:16]3[N:17]=[C:18]([CH3:21])[S:19][CH:20]=3)=[C:9]([O:12][CH3:13])[CH:10]=2)[N:5]=[N:4][CH:3]=1.[F:22][C:23]1[CH:29]=[C:28]([CH3:30])[C:27]([OH:31])=[CH:26][C:24]=1[NH2:25].Cl. The yield is 0.820. The product is [ClH:1].[F:22][C:23]1[CH:29]=[C:28]([CH3:30])[C:27]([OH:31])=[CH:26][C:24]=1[NH:25][C:2]1[C:11]2[C:6](=[CH:7][C:8]([O:14][CH2:15][C:16]3[N:17]=[C:18]([CH3:21])[S:19][CH:20]=3)=[C:9]([O:12][CH3:13])[CH:10]=2)[N:5]=[N:4][CH:3]=1. The catalyst is CC(O)CCC.C(O)(C)C. (5) The reactants are C(O[C:4](=[O:17])[C:5]([C:15]#[N:16])=[CH:6][NH:7][C:8]1[CH:9]=[N:10][C:11]([CH3:14])=[CH:12][CH:13]=1)C. The catalyst is C1(OC2C=CC=CC=2)C=CC=CC=1. The product is [CH3:14][C:11]1[N:10]=[C:9]2[C:8](=[CH:13][CH:12]=1)[NH:7][CH:6]=[C:5]([C:15]#[N:16])[C:4]2=[O:17]. The yield is 0.548. (6) The reactants are [NH2:1][CH2:2][CH2:3][OH:4].[C:5]([C:8]1[C:9]([C:29]([F:32])([F:31])[F:30])=[N:10][N:11]([CH2:13][C:14]([NH:16][C:17]2[S:21][C:20]3[CH2:22][CH2:23][CH2:24][CH2:25][C:19]=3[C:18]=2[C:26]([NH2:28])=[O:27])=[O:15])[CH:12]=1)(=O)[CH3:6].C([BH3-])#N.[Na+]. The catalyst is CO.CC(O)=O. The product is [OH:4][CH2:3][CH2:2][NH:1][CH:5]([C:8]1[C:9]([C:29]([F:31])([F:32])[F:30])=[N:10][N:11]([CH2:13][C:14]([NH:16][C:17]2[S:21][C:20]3[CH2:22][CH2:23][CH2:24][CH2:25][C:19]=3[C:18]=2[C:26]([NH2:28])=[O:27])=[O:15])[CH:12]=1)[CH3:6]. The yield is 0.150.